Predict the reaction yield, written as a fraction of the theoretical maximum amount of product (1.0 means a 100% yield; for example, 0.34 means a 34% yield). From a dataset of Reaction yield outcomes from USPTO patents with 853,638 reactions. (1) The reactants are [C:1]([O:5][C:6]([N:8]1[CH2:12][C@@H:11]([O:13][C:14]2[CH:19]=[CH:18][CH:17]=[CH:16][CH:15]=2)[CH2:10][C@H:9]1[C:20](O)=[O:21])=[O:7])([CH3:4])([CH3:3])[CH3:2].CSC. The catalyst is C1COCC1. The product is [C:1]([O:5][C:6]([N:8]1[CH2:12][C@@H:11]([O:13][C:14]2[CH:15]=[CH:16][CH:17]=[CH:18][CH:19]=2)[CH2:10][C@H:9]1[CH2:20][OH:21])=[O:7])([CH3:4])([CH3:3])[CH3:2]. The yield is 1.00. (2) The reactants are [CH3:1][CH:2]([CH3:32])[CH:3]=[C:4]([C:23]1[CH:24]=[C:25]([C:29](=[O:31])[CH3:30])[CH:26]=[CH:27][CH:28]=1)[C:5]1[N:13](S(C2C=CC=CC=2)(=O)=O)[C:8]2=[N:9][CH:10]=[CH:11][CH:12]=[C:7]2[CH:6]=1.[OH-].[Na+]. The catalyst is C(O)C.O1CCCC1. The product is [CH3:1][CH:2]([CH3:32])[CH:3]=[C:4]([C:23]1[CH:24]=[C:25]([C:29](=[O:31])[CH3:30])[CH:26]=[CH:27][CH:28]=1)[C:5]1[NH:13][C:8]2=[N:9][CH:10]=[CH:11][CH:12]=[C:7]2[CH:6]=1. The yield is 0.822. (3) The reactants are C(O[C:4](=[N:6][C:7](=O)[C:8]1[CH:13]=[CH:12][CH:11]=[C:10]([F:14])[CH:9]=1)[CH3:5])C.[NH:16]([C:18]1[N:23]=[CH:22][C:21]([S:24]([NH2:27])(=[O:26])=[O:25])=[CH:20][CH:19]=1)[NH2:17].O. The catalyst is ClCCl.CO. The product is [F:14][C:10]1[CH:9]=[C:8]([C:7]2[N:16]([C:18]3[N:23]=[CH:22][C:21]([S:24]([NH2:27])(=[O:26])=[O:25])=[CH:20][CH:19]=3)[N:17]=[C:4]([CH3:5])[N:6]=2)[CH:13]=[CH:12][CH:11]=1. The yield is 0.530. (4) The reactants are [CH2:1]([C:3]1[C:8](=[O:9])[NH:7][C:6]([CH3:10])=[C:5]([C:11]2[O:15][C:14]([S:16]([Cl:19])(=[O:18])=[O:17])=[CH:13][CH:12]=2)[CH:4]=1)[CH3:2].[N:20]1[CH:25]=[CH:24][CH:23]=[C:22]([CH2:26][NH2:27])[CH:21]=1. No catalyst specified. The product is [ClH:19].[N:20]1[CH:25]=[CH:24][CH:23]=[C:22]([CH2:26][NH:27][S:16]([C:14]2[O:15][C:11]([C:5]3[CH:4]=[C:3]([CH2:1][CH3:2])[C:8](=[O:9])[NH:7][C:6]=3[CH3:10])=[CH:12][CH:13]=2)(=[O:18])=[O:17])[CH:21]=1. The yield is 0.100. (5) The reactants are [I:1][C:2]1[C:3]([CH2:11][NH:12]C(=O)C)=[CH:4][C:5]2[O:9][CH2:8][O:7][C:6]=2[CH:10]=1. The catalyst is Cl. The product is [I:1][C:2]1[C:3]([CH2:11][NH2:12])=[CH:4][C:5]2[O:9][CH2:8][O:7][C:6]=2[CH:10]=1. The yield is 0.850. (6) The reactants are [CH:1]1([CH2:4][CH2:5][NH:6][C:7]([C:9]2[N:10]=[N:11][C:12]([N:15]3[CH2:20][CH:19]([CH3:21])[NH:18][CH:17]([CH3:22])[CH2:16]3)=[CH:13][CH:14]=2)=[O:8])[CH2:3][CH2:2]1.C(N(C(C)C)CC)(C)C.[F:32][C:33]([F:44])([F:43])[C:34]1[CH:42]=[CH:41][CH:40]=[CH:39][C:35]=1[C:36](Cl)=[O:37].O. The catalyst is ClCCl. The product is [CH:1]1([CH2:4][CH2:5][NH:6][C:7]([C:9]2[N:10]=[N:11][C:12]([N:15]3[CH2:20][CH:19]([CH3:21])[N:18]([C:36](=[O:37])[C:35]4[CH:39]=[CH:40][CH:41]=[CH:42][C:34]=4[C:33]([F:32])([F:43])[F:44])[CH:17]([CH3:22])[CH2:16]3)=[CH:13][CH:14]=2)=[O:8])[CH2:3][CH2:2]1. The yield is 0.280.